From a dataset of Retrosynthesis with 50K atom-mapped reactions and 10 reaction types from USPTO. Predict the reactants needed to synthesize the given product. (1) The reactants are: CCCCC(=O)c1ccc(Br)cc1. Given the product CCCCCc1ccc(Br)cc1, predict the reactants needed to synthesize it. (2) The reactants are: CN(C)CCCN.COC(=O)c1sc2ncnc(Nc3ccc(C(F)(F)F)nc3OC3CCOCC3)c2c1C. Given the product Cc1c(C(=O)NCCCN(C)C)sc2ncnc(Nc3ccc(C(F)(F)F)nc3OC3CCOCC3)c12, predict the reactants needed to synthesize it. (3) Given the product CON(C)C(=O)C1CCN(S(=O)(=O)c2ccc(C)cc2)c2ccccc21, predict the reactants needed to synthesize it. The reactants are: CON(C)C(=O)C1CCNc2ccccc21.Cc1ccc(S(=O)(=O)Cl)cc1.